The task is: Predict the product of the given reaction.. This data is from Forward reaction prediction with 1.9M reactions from USPTO patents (1976-2016). (1) Given the reactants [CH3:1][C:2]1[C:22]([CH3:23])=[CH:21][C:5]2[N:6]([CH2:9][C:10]3[CH:20]=[CH:19][C:13]4[N:14]=[C:15]([S:17][CH3:18])[S:16][C:12]=4[CH:11]=3)[CH:7]=[N:8][C:4]=2[CH:3]=1.ClC1C=CC=C(C(OO)=[O:32])C=1, predict the reaction product. The product is: [CH3:1][C:2]1[C:22]([CH3:23])=[CH:21][C:5]2[N:6]([CH2:9][C:10]3[CH:20]=[CH:19][C:13]4[N:14]=[C:15]([S:17]([CH3:18])=[O:32])[S:16][C:12]=4[CH:11]=3)[CH:7]=[N:8][C:4]=2[CH:3]=1. (2) Given the reactants Br.Br[CH2:3][C:4]([C:6]1[CH:11]=[CH:10][N:9]=[CH:8][CH:7]=1)=O.[OH:12][C:13]1[CH:14]=[C:15]([NH:19][C:20]([NH2:22])=[S:21])[CH:16]=[CH:17][CH:18]=1.N, predict the reaction product. The product is: [N:9]1[CH:10]=[CH:11][C:6]([C:4]2[N:22]=[C:20]([NH:19][C:15]3[CH:14]=[C:13]([OH:12])[CH:18]=[CH:17][CH:16]=3)[S:21][CH:3]=2)=[CH:7][CH:8]=1. (3) Given the reactants [CH2:1]([CH:5]([CH2:11][C:12]1[CH:17]=[CH:16][C:15]([O:18][CH2:19][CH2:20][NH:21][C:22]([C:24]2[CH:29]=[CH:28][C:27]([C:30]3[CH:35]=[CH:34][C:33]([C:36]([O:38]C)=[O:37])=[CH:32][CH:31]=3)=[CH:26][CH:25]=2)=[O:23])=[CH:14][CH:13]=1)[C:6]([O:8]CC)=[O:7])[CH2:2][CH2:3][CH3:4].[OH-].[Na+], predict the reaction product. The product is: [CH2:1]([CH:5]([CH2:11][C:12]1[CH:13]=[CH:14][C:15]([O:18][CH2:19][CH2:20][NH:21][C:22]([C:24]2[CH:25]=[CH:26][C:27]([C:30]3[CH:31]=[CH:32][C:33]([C:36]([OH:38])=[O:37])=[CH:34][CH:35]=3)=[CH:28][CH:29]=2)=[O:23])=[CH:16][CH:17]=1)[C:6]([OH:8])=[O:7])[CH2:2][CH2:3][CH3:4]. (4) The product is: [C:36]([C:2]1[CH:31]=[CH:30][C:5]([CH2:6][N:7]2[C:15]3[C:10](=[CH:11][C:12]([CH:16]=[C:17]4[S:21][C:20]([N:22]5[CH2:27][CH2:26][N:25]([CH3:28])[CH2:24][CH2:23]5)=[N:19][C:18]4=[O:29])=[CH:13][CH:14]=3)[CH:9]=[N:8]2)=[C:4]([C:32]([F:34])([F:33])[F:35])[CH:3]=1)([CH3:38])=[CH2:37]. Given the reactants Br[C:2]1[CH:31]=[CH:30][C:5]([CH2:6][N:7]2[C:15]3[C:10](=[CH:11][C:12]([CH:16]=[C:17]4[S:21][C:20]([N:22]5[CH2:27][CH2:26][N:25]([CH3:28])[CH2:24][CH2:23]5)=[N:19][C:18]4=[O:29])=[CH:13][CH:14]=3)[CH:9]=[N:8]2)=[C:4]([C:32]([F:35])([F:34])[F:33])[CH:3]=1.[C:36](B(O)O)([CH3:38])=[CH2:37], predict the reaction product. (5) The product is: [CH:11]1([C:10]2[N:9]([C:14]3[CH:19]=[CH:18][CH:17]=[C:16]([O:20][C:21]([F:24])([F:22])[F:23])[CH:15]=3)[N:8]=[C:7]([C:25]3[CH:26]=[CH:27][N:28]=[CH:29][CH:30]=3)[C:6]=2[C:4]([OH:5])=[O:3])[CH2:12][CH2:13]1. Given the reactants C([O:3][C:4]([C:6]1[C:7]([C:25]2[CH:30]=[CH:29][N:28]=[CH:27][CH:26]=2)=[N:8][N:9]([C:14]2[CH:19]=[CH:18][CH:17]=[C:16]([O:20][C:21]([F:24])([F:23])[F:22])[CH:15]=2)[C:10]=1[CH:11]1[CH2:13][CH2:12]1)=[O:5])C.O.[OH-].[Li+], predict the reaction product. (6) Given the reactants [Si:1]([O:8][CH2:9][C@@H:10]([OH:13])[CH2:11][Cl:12])([C:4]([CH3:7])([CH3:6])[CH3:5])([CH3:3])[CH3:2].[O:14]1[CH:19]=[CH:18][CH2:17][CH2:16][CH2:15]1.C1(C)C=CC(S([O-])(=O)=O)=CC=1.[NH+]1C=CC=CC=1, predict the reaction product. The product is: [Si:1]([O:8][CH2:9][CH:10]([O:13][CH:15]1[CH2:16][CH2:17][CH2:18][CH2:19][O:14]1)[CH2:11][Cl:12])([C:4]([CH3:7])([CH3:6])[CH3:5])([CH3:3])[CH3:2].